From a dataset of Forward reaction prediction with 1.9M reactions from USPTO patents (1976-2016). Predict the product of the given reaction. (1) Given the reactants [Si:1]([O:8][CH2:9][CH:10](Cl)[CH:11]=[O:12])([C:4]([CH3:7])([CH3:6])[CH3:5])([CH3:3])[CH3:2].[O:14]=[C:15]([C:22]1[CH:27]=[CH:26][CH:25]=[CH:24][CH:23]=1)/[CH:16]=[CH:17]/[C:18]([O:20][CH3:21])=[O:19], predict the reaction product. The product is: [Si:1]([O:8][CH2:9][C@H:10]1[C@@H:17]([C:18]([O:20][CH3:21])=[O:19])[CH:16]=[C:15]([C:22]2[CH:23]=[CH:24][CH:25]=[CH:26][CH:27]=2)[O:14][C:11]1=[O:12])([C:4]([CH3:7])([CH3:6])[CH3:5])([CH3:3])[CH3:2]. (2) Given the reactants [CH:1]12[NH:8][CH:5]([CH2:6][CH2:7]1)[CH2:4][N:3]([C:9]1[C:10]3[CH:17]=[CH:16][NH:15][C:11]=3[N:12]=[CH:13][N:14]=1)[CH2:2]2.C(N(CC)CC)C.CN(C(ON1N=NC2C=CC=NC1=2)=[N+](C)C)C.F[P-](F)(F)(F)(F)F.[F:49][C:50]([F:61])([F:60])[C:51]1[CH:59]=[CH:58][C:54]([C:55](O)=[O:56])=[CH:53][CH:52]=1, predict the reaction product. The product is: [N:12]1[C:11]2[NH:15][CH:16]=[CH:17][C:10]=2[C:9]([N:3]2[CH2:2][CH:1]3[N:8]([C:55]([C:54]4[CH:53]=[CH:52][C:51]([C:50]([F:49])([F:60])[F:61])=[CH:59][CH:58]=4)=[O:56])[CH:5]([CH2:6][CH2:7]3)[CH2:4]2)=[N:14][CH:13]=1. (3) Given the reactants C([O:4][C:5]1[CH:14]=[CH:13][C:8]2[CH:9]=[C:10]([CH3:12])[O:11][C:7]=2[CH:6]=1)(=O)C.[C:15](Cl)(=[O:19])C(Cl)=O.[Al+3].[Cl-].[Cl-].[Cl-].[C:25]([O-])([O-])=[O:26].[K+].[K+], predict the reaction product. The product is: [OH:4][C:5]1[CH:14]=[CH:13][C:8]2[C:9]([C:25]([O:19][CH3:15])=[O:26])=[C:10]([CH3:12])[O:11][C:7]=2[CH:6]=1. (4) Given the reactants [CH3:1][C:2]1[CH:7]=[CH:6][CH:5]=[CH:4][C:3]=1B(O)O.[C:11]1([C:17]2[CH:22]=[CH:21][C:20](Br)=[CH:19][N:18]=2)[CH:16]=[CH:15][CH:14]=[CH:13][CH:12]=1.[O-]P([O-])([O-])=O.[K+].[K+].[K+].C1(C)C=CC=CC=1, predict the reaction product. The product is: [C:11]1([C:17]2[CH:22]=[CH:21][C:20]([C:4]3[CH:3]=[C:2]([CH3:1])[CH:7]=[CH:6][CH:5]=3)=[CH:19][N:18]=2)[CH:16]=[CH:15][CH:14]=[CH:13][CH:12]=1. (5) Given the reactants [OH:1][C:2]([CH:4]([C:6]1[CH:19]=[CH:18][CH:17]=[C:8]([C:9]([C:11]2[CH:16]=[CH:15][CH:14]=[CH:13][CH:12]=2)=[O:10])[CH:7]=1)[CH3:5])=[O:3].[NH:20]1[CH2:25][CH2:24][NH:23][CH2:22][CH2:21]1, predict the reaction product. The product is: [OH:3][C:2]([CH:4]([C:6]1[CH:19]=[CH:18][CH:17]=[C:8]([C:9]([C:11]2[CH:12]=[CH:13][CH:14]=[CH:15][CH:16]=2)=[O:10])[CH:7]=1)[CH3:5])=[O:1].[NH:20]1[CH2:25][CH2:24][NH:23][CH2:22][CH2:21]1. (6) Given the reactants [S:1]1[C:13]2[N:5]([C:6]3[C:11]([N:12]=2)=[CH:10][CH:9]=[C:8]([CH2:14][OH:15])[CH:7]=3)[CH2:4][CH2:3]C1, predict the reaction product. The product is: [S:1]1[CH:3]=[CH:4][N:5]2[C:6]3[CH:7]=[C:8]([CH:14]=[O:15])[CH:9]=[CH:10][C:11]=3[N:12]=[C:13]12. (7) Given the reactants CO[C:3]1[CH:4]=[C:5](CCCCCCCCC2C=CC(N)=CC=2)[C:6]2[C:11]([C:12]=1OC)=[CH:10][CH:9]=[CH:8][CH:7]=2.CCN(CC)CC.Cl[C:38]1[C:39]2[C:44]([N:45]=[C:46]3[C:51]=1[CH:50]=[CH:49][CH:48]=[CH:47]3)=[CH:43][CH:42]=[CH:41][CH:40]=2, predict the reaction product. The product is: [C:10]1([C:40]2[C:39]3[C:44](=[N:45][C:46]4[C:51]([CH:38]=3)=[CH:50][CH:49]=[CH:48][CH:47]=4)[CH:43]=[CH:42][CH:41]=2)[C:11]2[C:6](=[CH:5][CH:4]=[CH:3][CH:12]=2)[CH:7]=[CH:8][CH:9]=1.